This data is from Forward reaction prediction with 1.9M reactions from USPTO patents (1976-2016). The task is: Predict the product of the given reaction. Given the reactants [C:1]([C:5]1[C:6]2[C:16](=[O:17])[CH2:15][CH2:14][C:7]=2[NH:8][C:9]=1[C:10]([O:12]C)=[O:11])([CH3:4])([CH3:3])[CH3:2].O.[OH-].[Li+], predict the reaction product. The product is: [C:1]([C:5]1[C:6]2[C:16](=[O:17])[CH2:15][CH2:14][C:7]=2[NH:8][C:9]=1[C:10]([OH:12])=[O:11])([CH3:4])([CH3:2])[CH3:3].